The task is: Regression/Classification. Given a drug SMILES string, predict its absorption, distribution, metabolism, or excretion properties. Task type varies by dataset: regression for continuous measurements (e.g., permeability, clearance, half-life) or binary classification for categorical outcomes (e.g., BBB penetration, CYP inhibition). Dataset: cyp2c19_veith.. This data is from CYP2C19 inhibition data for predicting drug metabolism from PubChem BioAssay. The compound is c1ccc2cc(Sc3ncnc4c3oc3ccccc34)ccc2c1. The result is 1 (inhibitor).